Dataset: Forward reaction prediction with 1.9M reactions from USPTO patents (1976-2016). Task: Predict the product of the given reaction. (1) Given the reactants [F:1][C:2]1[CH:22]=[CH:21][C:5]([CH2:6][C@@H:7]2[CH2:12][CH2:11][CH2:10][N:9]([CH2:13][C@@H:14]3[CH2:19][CH2:18][O:17][CH2:16][C@H:15]3[NH2:20])[CH2:8]2)=[CH:4][CH:3]=1.C1([O:29][C:30](=O)[NH:31][C:32]2[S:33][C:34]([C:38](=[O:40])[CH3:39])=[C:35]([CH3:37])[N:36]=2)C=CC=CC=1, predict the reaction product. The product is: [F:1][C:2]1[CH:3]=[CH:4][C:5]([CH2:6][C@@H:7]2[CH2:12][CH2:11][CH2:10][N:9]([CH2:13][C@@H:14]3[CH2:19][CH2:18][O:17][CH2:16][C@H:15]3[NH:20][C:30]([NH:31][C:32]3[S:33][C:34]([C:38](=[O:40])[CH3:39])=[C:35]([CH3:37])[N:36]=3)=[O:29])[CH2:8]2)=[CH:21][CH:22]=1. (2) The product is: [CH2:1]([O:8][C:9]([N:11]1[CH2:15][CH2:14][CH:13]([C:16](=[O:18])[NH:21][CH2:24][O:29][CH3:30])[CH2:12]1)=[O:10])[C:2]1[CH:3]=[CH:4][CH:5]=[CH:6][CH:7]=1. Given the reactants [CH2:1]([O:8][C:9]([N:11]1[CH2:15][CH2:14][CH:13]([C:16]([OH:18])=O)[CH2:12]1)=[O:10])[C:2]1[CH:7]=[CH:6][CH:5]=[CH:4][CH:3]=1.C([N:21]([CH2:24]C)CC)C.Cl.CN[O:29][CH3:30].Cl.CN(C)CCCN=C=NCC, predict the reaction product. (3) Given the reactants C1([C:7](=[N:14][C:15]([CH2:27][CH2:28][CH2:29][CH2:30][B:31]2[O:35][C:34]([CH3:37])([CH3:36])[C:33]([CH3:39])([CH3:38])[O:32]2)([CH2:23][CH2:24][CH:25]=[CH2:26])[C:16]([O:18][C:19]([CH3:22])([CH3:21])[CH3:20])=[O:17])C2C=CC=CC=2)C=CC=CC=1.Cl.C(=O)(O)[O-:42].[Na+].C(=O)([O:47][C:48]([CH3:51])([CH3:50])[CH3:49])[O:47][C:48]([CH3:51])([CH3:50])[CH3:49], predict the reaction product. The product is: [C:48]([O:47][C:7]([NH:14][C:15]([CH2:27][CH2:28][CH2:29][CH2:30][B:31]1[O:35][C:34]([CH3:37])([CH3:36])[C:33]([CH3:38])([CH3:39])[O:32]1)([CH2:23][CH2:24][CH:25]=[CH2:26])[C:16]([O:18][C:19]([CH3:20])([CH3:21])[CH3:22])=[O:17])=[O:42])([CH3:51])([CH3:50])[CH3:49].